This data is from NCI-60 drug combinations with 297,098 pairs across 59 cell lines. The task is: Regression. Given two drug SMILES strings and cell line genomic features, predict the synergy score measuring deviation from expected non-interaction effect. (1) Drug 1: C1=CN(C=N1)CC(O)(P(=O)(O)O)P(=O)(O)O. Drug 2: C#CCC(CC1=CN=C2C(=N1)C(=NC(=N2)N)N)C3=CC=C(C=C3)C(=O)NC(CCC(=O)O)C(=O)O. Cell line: SK-MEL-5. Synergy scores: CSS=-0.803, Synergy_ZIP=1.17, Synergy_Bliss=0.799, Synergy_Loewe=-2.00, Synergy_HSA=-3.31. (2) Drug 1: CS(=O)(=O)C1=CC(=C(C=C1)C(=O)NC2=CC(=C(C=C2)Cl)C3=CC=CC=N3)Cl. Drug 2: C1=CC=C(C(=C1)C(C2=CC=C(C=C2)Cl)C(Cl)Cl)Cl. Cell line: OVCAR-8. Synergy scores: CSS=14.4, Synergy_ZIP=-1.28, Synergy_Bliss=4.12, Synergy_Loewe=1.01, Synergy_HSA=3.95.